Dataset: Reaction yield outcomes from USPTO patents with 853,638 reactions. Task: Predict the reaction yield, written as a fraction of the theoretical maximum amount of product (1.0 means a 100% yield; for example, 0.34 means a 34% yield). (1) The reactants are [NH2:1][C:2]1[C:3]([O:14][CH3:15])=[C:4]([CH2:12][OH:13])[CH:5]=[C:6]([C:8]([CH3:11])([CH3:10])[CH3:9])[CH:7]=1.C(N(CC)C(C)C)(C)C.Cl[C:26]([O:28][CH2:29][C:30]([Cl:33])([Cl:32])[Cl:31])=[O:27].O. The catalyst is C1COCC1. The product is [C:8]([C:6]1[CH:5]=[C:4]([CH2:12][OH:13])[C:3]([O:14][CH3:15])=[C:2]([NH:1][C:26](=[O:27])[O:28][CH2:29][C:30]([Cl:33])([Cl:32])[Cl:31])[CH:7]=1)([CH3:11])([CH3:9])[CH3:10]. The yield is 0.710. (2) The reactants are [F:1][C:2]1[CH:7]=[CH:6][C:5]([C:8]2[C:9]3[CH:21]=[CH:20][C:19](=[O:22])[N:18]([C:23]4[CH:28]=[CH:27][CH:26]=[CH:25][C:24]=4[CH3:29])[C:10]=3[N:11]=[C:12](S(C)(=O)=O)[N:13]=2)=[C:4]([CH3:30])[CH:3]=1.[CH:31]1([NH2:37])[CH2:36][CH2:35][CH2:34][CH2:33][CH2:32]1. No catalyst specified. The product is [CH:31]1([NH:37][C:12]2[N:13]=[C:8]([C:5]3[CH:6]=[CH:7][C:2]([F:1])=[CH:3][C:4]=3[CH3:30])[C:9]3[CH:21]=[CH:20][C:19](=[O:22])[N:18]([C:23]4[CH:28]=[CH:27][CH:26]=[CH:25][C:24]=4[CH3:29])[C:10]=3[N:11]=2)[CH2:36][CH2:35][CH2:34][CH2:33][CH2:32]1. The yield is 0.480. (3) The reactants are [H-].[Na+].O1C[CH2:6][CH2:5][CH2:4]1.[Br:8][C:9]1[CH:14]=[CH:13][C:12]([CH2:15][CH2:16][OH:17])=[CH:11][CH:10]=1.ICCC. The catalyst is CN(C)C=O. The product is [Br:8][C:9]1[CH:14]=[CH:13][C:12]([CH2:15][CH2:16][O:17][CH2:4][CH2:5][CH3:6])=[CH:11][CH:10]=1. The yield is 0.440. (4) The reactants are [Br:1][C:2]1[CH:7]=[CH:6][C:5]([C:8]([C:10]2[CH:15]=[CH:14][C:13]([OH:16])=[CH:12][CH:11]=2)=O)=[CH:4][CH:3]=1.[C:17]1(=O)[CH2:23][CH2:22][CH2:21][CH2:20][CH2:19][CH2:18]1. No catalyst specified. The product is [Br:1][C:2]1[CH:7]=[CH:6][C:5]([C:8](=[C:17]2[CH2:23][CH2:22][CH2:21][CH2:20][CH2:19][CH2:18]2)[C:10]2[CH:15]=[CH:14][C:13]([OH:16])=[CH:12][CH:11]=2)=[CH:4][CH:3]=1. The yield is 0.780. (5) The reactants are [CH2:1]([N:3]1[C:12]2[C:7](=[N:8][CH:9]=[C:10]([CH2:13][C:14]3[CH:19]=[CH:18][C:17]([F:20])=[CH:16][CH:15]=3)[CH:11]=2)[C:6]([OH:21])=[C:5]([C:22](OCC)=[O:23])[C:4]1=[O:27])[CH3:2].[NH2:28][CH:29]([CH3:32])[CH2:30][OH:31]. No catalyst specified. The product is [CH2:1]([N:3]1[C:12]2[C:7](=[N:8][CH:9]=[C:10]([CH2:13][C:14]3[CH:19]=[CH:18][C:17]([F:20])=[CH:16][CH:15]=3)[CH:11]=2)[C:6]([OH:21])=[C:5]([C:22]([NH:28][CH:29]([CH3:32])[CH2:30][OH:31])=[O:23])[C:4]1=[O:27])[CH3:2]. The yield is 0.660. (6) The reactants are [CH3:1][C:2]1[CH:7]=[C:6]([NH:8][CH3:9])[CH:5]=[C:4]([CH3:10])[C:3]=1[CH2:11][CH2:12][S:13]([N:16]1[CH2:32][CH2:31][C:19]2([N:23]=[C:22]([CH2:24][CH2:25][CH2:26][CH2:27][CH:28]=[CH2:29])[NH:21][C:20]2=[O:30])[CH2:18][CH2:17]1)(=[O:15])=[O:14].[C:33](Cl)(=[O:43])[CH2:34][CH2:35][CH2:36][CH2:37][CH2:38][CH2:39][CH2:40][CH:41]=[CH2:42].C(Cl)(=O)C(Cl)=O.C(N(CC)CC)C.[Cl-].[NH4+]. The catalyst is C(Cl)Cl.O.CN(C=O)C. The product is [CH2:24]([C:22]1[NH:21][C:20](=[O:30])[C:19]2([CH2:18][CH2:17][N:16]([S:13]([CH2:12][CH2:11][C:3]3[C:4]([CH3:10])=[CH:5][C:6]([N:8]([CH3:9])[C:33](=[O:43])[CH2:34][CH2:35][CH2:36][CH2:37][CH2:38][CH2:39][CH2:40][CH:41]=[CH2:42])=[CH:7][C:2]=3[CH3:1])(=[O:15])=[O:14])[CH2:32][CH2:31]2)[N:23]=1)[CH2:25][CH2:26][CH2:27][CH:28]=[CH2:29]. The yield is 0.480. (7) The product is [Br:1][C:2]1[CH:21]=[CH:20][CH:19]=[CH:18][C:3]=1[CH2:4][N:5]1[C:10]2[N:11]=[C:12]([S:24]([CH3:28])(=[O:26])=[O:23])[N:13]=[CH:14][C:9]=2[CH:8]=[CH:7][C:6]1=[O:17]. The catalyst is O. The reactants are [Br:1][C:2]1[CH:21]=[CH:20][CH:19]=[CH:18][C:3]=1[CH2:4][N:5]1[C:10]2[N:11]=[C:12](SC)[N:13]=[CH:14][C:9]=2[CH:8]=[CH:7][C:6]1=[O:17].O[O:23][S:24]([O-:26])=O.[K+].[CH3:28]O. The yield is 0.650.